From a dataset of Experimentally validated miRNA-target interactions with 360,000+ pairs, plus equal number of negative samples. Binary Classification. Given a miRNA mature sequence and a target amino acid sequence, predict their likelihood of interaction. The miRNA is hsa-miR-5093 with sequence AGGAAAUGAGGCUGGCUAGGAGC. The protein sequence of the target gene is MAEPFLSEYQHQPQTSNCTGAAAVQEELNPERPPGAEERVPEEDSRWQSRAFPQLGGRPGPEGEGSLESQPPPLQTQACPESSCLREGEKGQNGDDSSAGGDFPPPAEVEPTPEAELLAQPCHDSEASKLGAPAAGGEEEWGQQQRQLGKKKHRRRPSKKKRHWKPYYKLTWEEKKKFDEKQSLRASRIRAEMFAKGQPVAPYNTTQFLMDDHDQEEPDLKTGLYSKRAAAKSDDTSDDDFMEEGGEEDGGSDGMGGDGSEFLQRDFSETYERYHTESLQNMSKQELIKEYLELEKCLSR.... Result: 1 (interaction).